Dataset: Full USPTO retrosynthesis dataset with 1.9M reactions from patents (1976-2016). Task: Predict the reactants needed to synthesize the given product. Given the product [O:1]1[CH2:6][CH2:5][CH:4]([C:7]2([NH2:8])[CH2:10][CH2:9]2)[CH2:3][CH2:2]1, predict the reactants needed to synthesize it. The reactants are: [O:1]1[CH2:6][CH2:5][CH:4]([C:7]#[N:8])[CH2:3][CH2:2]1.[CH2:9]([Mg]Br)[CH3:10].B(F)(F)F.CCOCC.